Dataset: Forward reaction prediction with 1.9M reactions from USPTO patents (1976-2016). Task: Predict the product of the given reaction. (1) Given the reactants [Na].Br[CH:3]([CH:9]([OH:15])[C:10]([O:12][CH2:13][CH3:14])=[O:11])[C:4]([O:6][CH2:7][CH3:8])=[O:5].CC(O)=O, predict the reaction product. The product is: [O:15]1[C@H:3]([C:4]([O:6][CH2:7][CH3:8])=[O:5])[C@H:9]1[C:10]([O:12][CH2:13][CH3:14])=[O:11]. (2) Given the reactants S(O[CH:7]1[CH2:13][CH:12]2[N:14]([CH3:15])[CH:9]([CH2:10][CH2:11]2)[CH2:8]1)(OC)(=O)=O.[H-].[Na+].[CH3:18][O:19][C:20]1[CH:25]=[CH:24][C:23]([SH:26])=[CH:22][CH:21]=1.O, predict the reaction product. The product is: [CH3:15][N:14]1[CH:9]2[CH2:10][CH2:11][CH:12]1[CH2:13][CH:7]([S:26][C:23]1[CH:24]=[CH:25][C:20]([O:19][CH3:18])=[CH:21][CH:22]=1)[CH2:8]2. (3) Given the reactants [CH3:1][O:2][C:3]1[CH:4]=[CH:5][C:6]2[C:10]([O:11][C:12]3[CH:17]=[CH:16][C:15](/[CH:18]=[CH:19]/[C:20]([OH:22])=O)=[CH:14][CH:13]=3)=[C:9]([C:23]3[CH:28]=[CH:27][C:26]([O:29][CH3:30])=[CH:25][CH:24]=3)[S:8][C:7]=2[CH:31]=1.[F:32][C:33]([F:38])([F:37])[CH2:34][CH2:35][NH2:36].CN(C(ON1N=NC2C=CC=NC1=2)=[N+](C)C)C.F[P-](F)(F)(F)(F)F.CCN(C(C)C)C(C)C, predict the reaction product. The product is: [CH3:1][O:2][C:3]1[CH:4]=[CH:5][C:6]2[C:10]([O:11][C:12]3[CH:17]=[CH:16][C:15](/[CH:18]=[CH:19]/[C:20]([NH:36][CH2:35][CH2:34][C:33]([F:38])([F:37])[F:32])=[O:22])=[CH:14][CH:13]=3)=[C:9]([C:23]3[CH:24]=[CH:25][C:26]([O:29][CH3:30])=[CH:27][CH:28]=3)[S:8][C:7]=2[CH:31]=1. (4) Given the reactants [CH3:1][NH:2][CH2:3][CH2:4][CH2:5][CH2:6][N:7]1[CH:12]([C:13]2[C:18]([CH3:19])=[CH:17][C:16]([CH3:20])=[CH:15][N:14]=2)[CH2:11][CH2:10][CH2:9][CH:8]1[C:21]1[C:26]([CH3:27])=[CH:25][C:24]([CH3:28])=[CH:23][N:22]=1.[BrH:29], predict the reaction product. The product is: [BrH:29].[CH3:1][NH:2][CH2:3][CH2:4][CH2:5][CH2:6][N:7]1[CH:12]([C:13]2[C:18]([CH3:19])=[CH:17][C:16]([CH3:20])=[CH:15][N:14]=2)[CH2:11][CH2:10][CH2:9][CH:8]1[C:21]1[C:26]([CH3:27])=[CH:25][C:24]([CH3:28])=[CH:23][N:22]=1. (5) The product is: [F:60][C:59]([F:62])([F:61])[C:57]([OH:63])=[O:58].[C:40]([CH2:39][CH2:38][CH2:37][CH2:36][CH2:35][CH2:34][CH2:33][CH2:32][CH2:31][CH2:30][CH2:29][C:26]1([S:23]([NH:22][C:20]([C@@:15]2([NH:14][C:13]([C@H:12]3[NH:8][CH2:9][C@H:10]([O:44][C:45]([N:47]4[CH2:55][C:54]5[C:49](=[CH:50][CH:51]=[CH:52][C:53]=5[F:56])[CH2:48]4)=[O:46])[CH2:11]3)=[O:43])[CH2:17][C@H:16]2[CH:18]=[CH2:19])=[O:21])(=[O:24])=[O:25])[CH2:27][CH2:28]1)([OH:42])=[O:41]. Given the reactants C(OC([N:8]1[C@H:12]([C:13](=[O:43])[NH:14][C@:15]2([C:20]([NH:22][S:23]([C:26]3([CH2:29][CH2:30][CH2:31][CH2:32][CH2:33][CH2:34][CH2:35][CH2:36][CH2:37][CH2:38][CH2:39][C:40]([OH:42])=[O:41])[CH2:28][CH2:27]3)(=[O:25])=[O:24])=[O:21])[CH2:17][C@H:16]2[CH:18]=[CH2:19])[CH2:11][C@@H:10]([O:44][C:45]([N:47]2[CH2:55][C:54]3[C:49](=[CH:50][CH:51]=[CH:52][C:53]=3[F:56])[CH2:48]2)=[O:46])[CH2:9]1)=O)(C)(C)C.[C:57]([OH:63])([C:59]([F:62])([F:61])[F:60])=[O:58], predict the reaction product. (6) Given the reactants [OH:1][C@@H:2]1[C:11]2[C:10]([CH2:12][O:13][CH3:14])=[CH:9][N:8]3[C:15]([CH3:19])=[C:16]([CH3:18])[N:17]=[C:7]3[C:6]=2[NH:5][C@H:4]([C:20]2[CH:25]=[CH:24][CH:23]=[CH:22][CH:21]=2)[C@H:3]1[OH:26].S(=O)(=O)(O)O.[CH3:32]O, predict the reaction product. The product is: [OH:26][C@H:3]1[C@H:2]([O:1][CH3:32])[C:11]2[C:10]([CH2:12][O:13][CH3:14])=[CH:9][N:8]3[C:15]([CH3:19])=[C:16]([CH3:18])[N:17]=[C:7]3[C:6]=2[NH:5][C@@H:4]1[C:20]1[CH:21]=[CH:22][CH:23]=[CH:24][CH:25]=1.